This data is from Drug-target binding data from BindingDB using Ki measurements. The task is: Regression. Given a target protein amino acid sequence and a drug SMILES string, predict the binding affinity score between them. We predict pKi (pKi = -log10(Ki in M); higher means stronger inhibition). Dataset: bindingdb_ki. (1) The drug is CC[C@@H](C)[C@H](NC(=O)[C@H](Cc1ccc(O)cc1)NC(=O)[C@@H]1CCCN1C(=O)[C@H](CCCCN)NC(=O)C(F)(F)C(F)(F)C(F)(F)C(F)(F)C(F)(F)C(F)(F)C(F)(F)F)C(=O)N[C@@H](CC(C)C)C(=O)O. The target protein (P20789) has sequence MHLNSSVPQGTPGEPDAQPFSGPQSEMEATFLALSLSNGSGNTSESDTAGPNSDLDVNTDIYSKVLVTAIYLALFVVGTVGNSVTAFTLARKKSLQSLQSTVHYHLGSLALSDLLILLLAMPVELYNFIWVHHPWAFGDAGCRGYYFLRDACTYATALNVASLSVERYLAICHPFKAKTLMSRSRTKKFISAIWLASALLAIPMLFTMGLQNRSGDGTHPGGLVCTPIVDTATVKVVIQVNTFMSFLFPMLVISILNTVIANKLTVMVHQAAEQGRVCTVGTHNGLEHSTFNMTIEPGRVQALRHGVLVLRAVVIAFVVCWLPYHVRRLMFCYISDEQWTTFLFDFYHYFYMLTNALFYVSSAINPILYNLVSANFRQVFLSTLACLCPGWRHRRKKRPTFSRKPNSMSSNHAFSTSATRETLY. The pKi is 5.7. (2) The drug is C[NH2+]C[C@H](O)c1cccc(O)c1. The target protein (O77621) has sequence MVFLSGNASDSSNCTHPPAPVNISKAILLGVILGGLIIFGVLGNILVILSVACHRHLHSVTHYYIVNLAVADLLLTSTVLPFSAIFEILGYWAFGRVFCNIWAAVDVLCCTASIMGLCIISIDRYIGVSYPLRYPTIVTQKRGLMALLCVWALSLVISIGPLFGWRQPAPEDETICQITEEPGYVLFSALGSFYVPLTIILVMYCRVYVVAKRESRGLKSGLKTDKSDSEQVTLRIHRKNAPVGGTGVSSAKNKTHFSVRLLKFSREKKAAKTLGIVVGCFVLCWLPFFLVMPIG. The pKi is 6.7. (3) The small molecule is Nc1ncnc2nc(-c3ccc(N4CCOCC4)nc3)cc(-c3cccc(Br)c3)c12. The pKi is 5.0. The target protein (P06685) has sequence MGKGVGRDKYEPAAVSEHGDKKSKKAKKERDMDELKKEVSMDDHKLSLDELHRKYGTDLSRGLTPARAAEILARDGPNALTPPPTTPEWVKFCRQLFGGFSMLLWIGAILCFLAYGIRSATEEEPPNDDLYLGVVLSAVVIITGCFSYYQEAKSSKIMESFKNMVPQQALVIRNGEKMSINAEDVVVGDLVEVKGGDRIPADLRIISANGCKVDNSSLTGESEPQTRSPDFTNENPLETRNIAFFSTNCVEGTARGIVVYTGDRTVMGRIATLASGLEGGQTPIAEEIEHFIHLITGVAVFLGVSFFILSLILEYTWLEAVIFLIGIIVANVPEGLLATVTVCLTLTAKRMARKNCLVKNLEAVETLGSTSTICSDKTGTLTQNRMTVAHMWFDNQIHEADTTENQSGVSFDKTSATWFALSRIAGLCNRAVFQANQENLPILKRAVAGDASESALLKCIEVCCGSVMEMREKYTKIVEIPFNSTNKYQLSIHKNPNASE.... (4) The compound is Nc1ncnc2c1ncn2[C@@H]1O[C@H](COP(=O)(O)OC[C@@H](N)CC(=O)O)[C@@H](O)[C@H]1O. The pKi is 4.3. The target protein (P21889) has sequence MRTEYCGQLRLSHVGQQVTLCGWVNRRRDLGSLIFIDMRDREGIVQVFFDPDRADALKLASELRNEFCIQVTGTVRARDEKNINRDMATGEIEVLASSLTIINRADVLPLDSNHVNTEEARLKYRYLDLRRPEMAQRLKTRAKITSLVRRFMDDHGFLDIETPMLTKATPEGARDYLVPSRVHKGKFYALPQSPQLFKQLLMMSGFDRYYQIVKCFRDEDLRADRQPEFTQIDVETSFMTAPQVREVMEALVRHLWLEVKGVDLGDFPVMTFAEAERRYGSDKPDLRNPMELTDVADLLKSVEFAVFAGPANDPKGRVAALRVPGGASLTRKQIDEYGNFVKIYGAKGLAYIKVNERAKGLEGINSPVAKFLNAEIIEDILDRTAAQDGDMIFFGADNKKIVADAMGALRLKVGKDLGLTDESKWAPLWVIDFPMFEDDGEGGLTAMHHPFTSPKDMTAAELKAAPENAVANAYDMVINGYEVGGGSVRIHNGDMQQTVF.... (5) The pKi is 8.2. The target protein (P47900) has sequence MTEVLWPAVPNGTDAAFLAGPGSSWGNSTVASTAAVSSSFKCALTKTGFQFYYLPAVYILVFIIGFLGNSVAIWMFVFHMKPWSGISVYMFNLALADFLYVLTLPALIFYYFNKTDWIFGDAMCKLQRFIFHVNLYGSILFLTCISAHRYSGVVYPLKSLGRLKKKNAICISVLVWLIVVVAISPILFYSGTGVRKNKTITCYDTTSDEYLRSYFIYSMCTTVAMFCVPLVLILGCYGLIVRALIYKDLDNSPLRRKSIYLVIIVLTVFAVSYIPFHVMKTMNLRARLDFQTPAMCAFNDRVYATYQVTRGLASLNSCVDPILYFLAGDTFRRRLSRATRKASRRSEANLQSKSEDMTLNILPEFKQNGDTSL. The drug is CC(C)(C)CN1CCC2(CC1)CN(c1ccccc1NC(=O)Nc1csc(Cl)n1)c1c(O)ccc(Cl)c12. (6) The small molecule is NS(=O)(=O)c1ccc(CCO)cc1. The target protein sequence is MERILRGVMRYRHTTREQMVQEFRKVRDNPQPKAVFFTCMDSRMIPTRFTETHVGDMFVVRNAGNLVPHAEHFQDEYFSCEPAALELGCVVNNIKHIIVCGHSDCKAMNLLYKLKDPEFASLDNRRISPLRAWLCEHANTSLAKFQNLKEIGLDKPLIFSSETPLRKFVAYIDPENNFAIEDKLSQVNTLQQIENVASYGFLKRRLESHDLHIHALWFDIYTGDIYFFSRNSKRFIAIDESSIDRLLDEVRRYYS. The pKi is 4.0. (7) The drug is CCC(C)C(NC(=O)C(C)NC(=O)C(Cc1cnc[nH]1)NC(=O)C1CCCN1C(=O)CNC(=O)C(CC(C)C)NC(=O)C(CC(C)C)NC(=O)C(Cc1ccc(O)cc1)NC(=O)CNC(=O)C(C)NC(=O)C(CO)NC(=O)C(CC(N)=O)NC(=O)C(CC(C)C)NC(=O)C(NC(=O)C(Cc1c[nH]c2ccccc12)NC(=O)CN)C(C)O)C(=O)NC(CC(=O)O)C(=O)NC(CC(N)=O)C(=O)NC(Cc1cnc[nH]1)C(N)=O. The target protein (O88626) has sequence MADIQNISLDSPGSVGAVAVPVIFALIFLLGMVGNGLVLAVLLQPGPSAWQEPRSTTDLFILNLAVADLCFILCCVPFQAAIYTLDAWLFGAFVCKTVHLLIYLTMYASSFTLAAVSLDRYLAVRHPLRSRALRTPRNARAAVGLVWLLAALFSAPYLSYYGTVRYGALELCVPAWEDARRRALDVATFAAGYLLPVAVVSLAYGRTLCFLWAAVGPAGAAAAEARRRATGRAGRAMLAVAALYALCWGPHHALILCFWYGRFAFSPATYACRLASHCLAYANSCLNPLVYSLASRHFRARFRRLWPCGRRRHRHHHRAHRALRRVQPASSGPAGYPGDARPRGWSMEPRGDALRGGGETRLTLSPRGPQ. The pKi is 8.5.